From a dataset of NCI-60 drug combinations with 297,098 pairs across 59 cell lines. Regression. Given two drug SMILES strings and cell line genomic features, predict the synergy score measuring deviation from expected non-interaction effect. (1) Drug 1: C1C(C(OC1N2C=C(C(=O)NC2=O)F)CO)O. Drug 2: N.N.Cl[Pt+2]Cl. Cell line: MDA-MB-435. Synergy scores: CSS=20.7, Synergy_ZIP=-7.12, Synergy_Bliss=-1.40, Synergy_Loewe=2.95, Synergy_HSA=0.485. (2) Drug 1: C1=CC(=CC=C1C#N)C(C2=CC=C(C=C2)C#N)N3C=NC=N3. Drug 2: C1=NC(=NC(=O)N1C2C(C(C(O2)CO)O)O)N. Cell line: OVCAR-5. Synergy scores: CSS=-1.07, Synergy_ZIP=4.84, Synergy_Bliss=11.3, Synergy_Loewe=-23.2, Synergy_HSA=-18.2. (3) Drug 1: C(CCl)NC(=O)N(CCCl)N=O. Drug 2: B(C(CC(C)C)NC(=O)C(CC1=CC=CC=C1)NC(=O)C2=NC=CN=C2)(O)O. Cell line: HOP-92. Synergy scores: CSS=55.0, Synergy_ZIP=-0.573, Synergy_Bliss=1.31, Synergy_Loewe=-32.8, Synergy_HSA=-1.23. (4) Drug 1: CS(=O)(=O)C1=CC(=C(C=C1)C(=O)NC2=CC(=C(C=C2)Cl)C3=CC=CC=N3)Cl. Drug 2: CCC1(CC2CC(C3=C(CCN(C2)C1)C4=CC=CC=C4N3)(C5=C(C=C6C(=C5)C78CCN9C7C(C=CC9)(C(C(C8N6C=O)(C(=O)OC)O)OC(=O)C)CC)OC)C(=O)OC)O.OS(=O)(=O)O. Cell line: UACC-257. Synergy scores: CSS=39.5, Synergy_ZIP=6.20, Synergy_Bliss=8.69, Synergy_Loewe=-16.6, Synergy_HSA=5.30. (5) Drug 1: COC1=NC(=NC2=C1N=CN2C3C(C(C(O3)CO)O)O)N. Drug 2: C1CNP(=O)(OC1)N(CCCl)CCCl. Cell line: RPMI-8226. Synergy scores: CSS=23.2, Synergy_ZIP=8.83, Synergy_Bliss=5.99, Synergy_Loewe=12.4, Synergy_HSA=6.58. (6) Drug 1: CC(C1=C(C=CC(=C1Cl)F)Cl)OC2=C(N=CC(=C2)C3=CN(N=C3)C4CCNCC4)N. Drug 2: CC1=CC2C(CCC3(C2CCC3(C(=O)C)OC(=O)C)C)C4(C1=CC(=O)CC4)C. Cell line: HT29. Synergy scores: CSS=14.3, Synergy_ZIP=-1.48, Synergy_Bliss=2.88, Synergy_Loewe=-3.80, Synergy_HSA=0.754. (7) Drug 1: C1CN1P(=S)(N2CC2)N3CC3. Drug 2: C1CN1C2=NC(=NC(=N2)N3CC3)N4CC4. Cell line: DU-145. Synergy scores: CSS=76.7, Synergy_ZIP=-4.69, Synergy_Bliss=-6.77, Synergy_Loewe=-4.85, Synergy_HSA=-1.91.